The task is: Predict which catalyst facilitates the given reaction.. This data is from Catalyst prediction with 721,799 reactions and 888 catalyst types from USPTO. (1) Reactant: Cl.[Cl:2][C:3]1[NH:7][C:6]([C:8]2[CH:13]=[CH:12][C:11]([NH:14][C:15](=[O:58])[C@@H:16]([NH:40][C:41]([C@H:43]3[CH2:48][CH2:47][C@H:46]([CH2:49][NH:50]C(=O)OC(C)(C)C)[CH2:45][CH2:44]3)=[O:42])[CH2:17][C:18]3[CH:19]=[C:20]([C:24]4[CH:29]=[CH:28][CH:27]=[C:26]([C:30](=[O:39])[NH:31][CH2:32][CH2:33][N:34]([CH2:37][CH3:38])[CH2:35][CH3:36])[CH:25]=4)[CH:21]=[CH:22][CH:23]=3)=[CH:10][CH:9]=2)=[N:5][N:4]=1.C(#N)C. Product: [ClH:2].[NH2:50][CH2:49][C@H:46]1[CH2:45][CH2:44][C@H:43]([C:41]([NH:40][C@H:16]([C:15]([NH:14][C:11]2[CH:12]=[CH:13][C:8]([C:6]3[NH:7][C:3]([Cl:2])=[N:4][N:5]=3)=[CH:9][CH:10]=2)=[O:58])[CH2:17][C:18]2[CH:19]=[C:20]([C:24]3[CH:29]=[CH:28][CH:27]=[C:26]([C:30]([NH:31][CH2:32][CH2:33][N:34]([CH2:37][CH3:38])[CH2:35][CH3:36])=[O:39])[CH:25]=3)[CH:21]=[CH:22][CH:23]=2)=[O:42])[CH2:48][CH2:47]1. The catalyst class is: 346. (2) Reactant: O[Li].O.O.[C:5]([O:9][C:10]([N:12]([CH3:51])[C@@H:13]([CH3:50])[C:14]([NH:16][C@H:17]1[CH2:23][O:22][C:21]2[C:24]([C:28]([O:30]C)=[O:29])=[CH:25][CH:26]=[CH:27][C:20]=2[N:19]([CH2:32][C:33]2[C:42]3[C:37](=[CH:38][C:39]([C:43]([O:45]C)=[O:44])=[CH:40][CH:41]=3)[CH:36]=[CH:35][C:34]=2[O:47][CH3:48])[C:18]1=[O:49])=[O:15])=[O:11])([CH3:8])([CH3:7])[CH3:6]. Product: [C:5]([O:9][C:10]([N:12]([CH3:51])[C@@H:13]([CH3:50])[C:14]([NH:16][C@H:17]1[CH2:23][O:22][C:21]2[C:24]([C:28]([OH:30])=[O:29])=[CH:25][CH:26]=[CH:27][C:20]=2[N:19]([CH2:32][C:33]2[C:42]3[C:37](=[CH:38][C:39]([C:43]([OH:45])=[O:44])=[CH:40][CH:41]=3)[CH:36]=[CH:35][C:34]=2[O:47][CH3:48])[C:18]1=[O:49])=[O:15])=[O:11])([CH3:8])([CH3:7])[CH3:6]. The catalyst class is: 5. (3) Reactant: Br[C:2]1[CH:18]=[CH:17][C:5]([C:6]([C@@H:8]2[CH2:12][CH2:11][CH2:10][C@H:9]2[C:13]([O:15][CH3:16])=[O:14])=[O:7])=[CH:4][CH:3]=1.[B:19]1([B:19]2[O:23][C:22]([CH3:25])([CH3:24])[C:21]([CH3:27])([CH3:26])[O:20]2)[O:23][C:22]([CH3:25])([CH3:24])[C:21]([CH3:27])([CH3:26])[O:20]1.CN(C)C=O.N. Product: [CH3:26][C:21]1([CH3:27])[C:22]([CH3:25])([CH3:24])[O:23][B:19]([C:2]2[CH:18]=[CH:17][C:5]([C:6]([C@@H:8]3[CH2:12][CH2:11][CH2:10][C@H:9]3[C:13]([O:15][CH3:16])=[O:14])=[O:7])=[CH:4][CH:3]=2)[O:20]1. The catalyst class is: 167. (4) Reactant: [C:1]1([N:7]2[C:12](=[O:13])[C:11]3[S:14][CH:15]=[C:16]([C:17]4[CH:22]=[CH:21][CH:20]=[CH:19][CH:18]=4)[C:10]=3[N:9]=[CH:8]2)[CH:6]=[CH:5][CH:4]=[CH:3][CH:2]=1.NC1C(C2C=CC=C([Cl:35])C=2)=CSC=1C(OC)=O.C([O:47][CH2:48]C)(OCC)OCC.COC1C=CC(N)=CC=1. Product: [Cl:35][C:21]1[CH:22]=[C:17]([C:16]2[C:10]3[N:9]=[CH:8][N:7]([C:1]4[CH:6]=[CH:5][C:4]([O:47][CH3:48])=[CH:3][CH:2]=4)[C:12](=[O:13])[C:11]=3[S:14][CH:15]=2)[CH:18]=[CH:19][CH:20]=1. The catalyst class is: 15. (5) Reactant: Cl.[CH3:2][C:3]([CH3:50])([CH2:48][CH3:49])[CH2:4][C:5]1[N:6]=[C:7]([CH2:29][CH:30]([NH:44][C:45](=[O:47])[CH3:46])[C:31]2[CH:36]=[CH:35][C:34]([C:37]3[CH:42]=[CH:41][C:40]([F:43])=[CH:39][N:38]=3)=[CH:33][CH:32]=2)[N:8](C(C2C=CC=CC=2)(C2C=CC=CC=2)C2C=CC=CC=2)[CH:9]=1. Product: [CH3:2][C:3]([CH3:50])([CH2:48][CH3:49])[CH2:4][C:5]1[N:6]=[C:7]([CH2:29][CH:30]([NH:44][C:45](=[O:47])[CH3:46])[C:31]2[CH:32]=[CH:33][C:34]([C:37]3[CH:42]=[CH:41][C:40]([F:43])=[CH:39][N:38]=3)=[CH:35][CH:36]=2)[NH:8][CH:9]=1. The catalyst class is: 169. (6) Reactant: [N+:1]([C:4]1[CH:13]=[CH:12][CH:11]=[C:10]2[C:5]=1[CH:6]=[CH:7][N:8]([C@H:15]([CH3:19])[C:16]([OH:18])=O)[C:9]2=[O:14])([O-:3])=[O:2].O.O[N:22]1[C:26]2[CH:27]=[CH:28][CH:28]=[CH:27][C:26]=2[N:22]=N1.Cl.CN(C)CCCN=C=NCC.C(N(CC)C(C)C)(C)C. Product: [CH:26]1([NH:22][C:16](=[O:18])[C@H:15]([N:8]2[CH:7]=[CH:6][C:5]3[C:10](=[CH:11][CH:12]=[CH:13][C:4]=3[N+:1]([O-:3])=[O:2])[C:9]2=[O:14])[CH3:19])[CH2:27][CH2:28]1. The catalyst class is: 2.